Dataset: NCI-60 drug combinations with 297,098 pairs across 59 cell lines. Task: Regression. Given two drug SMILES strings and cell line genomic features, predict the synergy score measuring deviation from expected non-interaction effect. (1) Drug 1: C1=NC(=NC(=O)N1C2C(C(C(O2)CO)O)O)N. Drug 2: CCN(CC)CCNC(=O)C1=C(NC(=C1C)C=C2C3=C(C=CC(=C3)F)NC2=O)C. Cell line: UACC62. Synergy scores: CSS=31.6, Synergy_ZIP=-8.71, Synergy_Bliss=-4.10, Synergy_Loewe=-3.86, Synergy_HSA=-3.14. (2) Drug 1: CC1=C2C(C(=O)C3(C(CC4C(C3C(C(C2(C)C)(CC1OC(=O)C(C(C5=CC=CC=C5)NC(=O)OC(C)(C)C)O)O)OC(=O)C6=CC=CC=C6)(CO4)OC(=O)C)O)C)O. Drug 2: C1C(C(OC1N2C=NC3=C2NC=NCC3O)CO)O. Cell line: LOX IMVI. Synergy scores: CSS=-1.26, Synergy_ZIP=1.69, Synergy_Bliss=-2.82, Synergy_Loewe=-2.93, Synergy_HSA=-7.00. (3) Drug 1: CC1C(C(=O)NC(C(=O)N2CCCC2C(=O)N(CC(=O)N(C(C(=O)O1)C(C)C)C)C)C(C)C)NC(=O)C3=C4C(=C(C=C3)C)OC5=C(C(=O)C(=C(C5=N4)C(=O)NC6C(OC(=O)C(N(C(=O)CN(C(=O)C7CCCN7C(=O)C(NC6=O)C(C)C)C)C)C(C)C)C)N)C. Drug 2: CS(=O)(=O)OCCCCOS(=O)(=O)C. Cell line: HCT-15. Synergy scores: CSS=-4.34, Synergy_ZIP=2.49, Synergy_Bliss=0.500, Synergy_Loewe=-96.1, Synergy_HSA=-5.50. (4) Drug 1: C1CCN(CC1)CCOC2=CC=C(C=C2)C(=O)C3=C(SC4=C3C=CC(=C4)O)C5=CC=C(C=C5)O. Drug 2: C(=O)(N)NO. Cell line: SK-MEL-5. Synergy scores: CSS=-1.02, Synergy_ZIP=5.57, Synergy_Bliss=10.5, Synergy_Loewe=0.981, Synergy_HSA=2.03. (5) Drug 1: CC1=CC2C(CCC3(C2CCC3(C(=O)C)OC(=O)C)C)C4(C1=CC(=O)CC4)C. Drug 2: CC12CCC3C(C1CCC2OP(=O)(O)O)CCC4=C3C=CC(=C4)OC(=O)N(CCCl)CCCl.[Na+]. Cell line: OVCAR-4. Synergy scores: CSS=-2.94, Synergy_ZIP=-0.691, Synergy_Bliss=-4.56, Synergy_Loewe=-5.36, Synergy_HSA=-5.35. (6) Drug 1: CC12CCC(CC1=CCC3C2CCC4(C3CC=C4C5=CN=CC=C5)C)O. Drug 2: CC1=C(C=C(C=C1)NC(=O)C2=CC=C(C=C2)CN3CCN(CC3)C)NC4=NC=CC(=N4)C5=CN=CC=C5. Cell line: SR. Synergy scores: CSS=22.9, Synergy_ZIP=-5.12, Synergy_Bliss=-1.91, Synergy_Loewe=-12.6, Synergy_HSA=-3.15. (7) Drug 1: CC1=CC=C(C=C1)C2=CC(=NN2C3=CC=C(C=C3)S(=O)(=O)N)C(F)(F)F. Drug 2: CN(C(=O)NC(C=O)C(C(C(CO)O)O)O)N=O. Cell line: NCI-H522. Synergy scores: CSS=0.616, Synergy_ZIP=-1.31, Synergy_Bliss=-2.41, Synergy_Loewe=0.887, Synergy_HSA=-0.374. (8) Drug 2: C1C(C(OC1N2C=NC3=C(N=C(N=C32)Cl)N)CO)O. Cell line: SK-MEL-28. Drug 1: CN(C)C1=NC(=NC(=N1)N(C)C)N(C)C. Synergy scores: CSS=0.765, Synergy_ZIP=1.42, Synergy_Bliss=3.97, Synergy_Loewe=-6.37, Synergy_HSA=-0.716. (9) Drug 1: C1CCN(CC1)CCOC2=CC=C(C=C2)C(=O)C3=C(SC4=C3C=CC(=C4)O)C5=CC=C(C=C5)O. Drug 2: C1C(C(OC1N2C=NC3=C2NC=NCC3O)CO)O. Cell line: HL-60(TB). Synergy scores: CSS=-2.79, Synergy_ZIP=8.83, Synergy_Bliss=8.21, Synergy_Loewe=-3.11, Synergy_HSA=-5.67. (10) Drug 1: C1=CC(=C2C(=C1NCCNCCO)C(=O)C3=C(C=CC(=C3C2=O)O)O)NCCNCCO. Drug 2: CC(C)NC(=O)C1=CC=C(C=C1)CNNC.Cl. Cell line: IGROV1. Synergy scores: CSS=49.3, Synergy_ZIP=12.2, Synergy_Bliss=13.4, Synergy_Loewe=-34.9, Synergy_HSA=11.4.